Predict the reaction yield, written as a fraction of the theoretical maximum amount of product (1.0 means a 100% yield; for example, 0.34 means a 34% yield). From a dataset of Reaction yield outcomes from USPTO patents with 853,638 reactions. (1) The reactants are [F:1][C:2]([F:7])([F:6])[C:3]([OH:5])=[O:4].[F:8][C:9]([F:14])([F:13])[C:10]([OH:12])=[O:11].[Cl:15][C:16]1[CH:17]=[N:18][C:19]2[NH:20][C:21]3[CH:22]=[N:23][CH:24]=[C:25]([CH:38]=3)[CH2:26][CH2:27][C:28]3[CH:36]=[C:32]([NH:33][C:34]=1[N:35]=2)[CH:31]=[CH:30][C:29]=3[NH2:37].[N:39]([CH2:42][C:43]1[O:44][CH:45]=[CH:46][CH:47]=1)=[C:40]=[O:41]. No catalyst specified. The product is [F:1][C:2]([F:7])([F:6])[C:3]([OH:5])=[O:4].[F:8][C:9]([F:14])([F:13])[C:10]([OH:12])=[O:11].[Cl:15][C:16]1[CH:17]=[N:18][C:19]2[NH:20][C:21]3[CH:22]=[N:23][CH:24]=[C:25]([CH:38]=3)[CH2:26][CH2:27][C:28]3[CH:36]=[C:32]([NH:33][C:34]=1[N:35]=2)[CH:31]=[CH:30][C:29]=3[NH:37][C:40]([NH:39][CH2:42][C:43]1[O:44][CH:45]=[CH:46][CH:47]=1)=[O:41]. The yield is 0.340. (2) The reactants are C([O:5][C:6](=[O:37])[C:7]1[CH:12]=[CH:11][C:10]([CH2:13][N:14]2[CH:23]=[CH:22][C:21]3[C:16](=[CH:17][C:18]([NH:24][C:25](=[O:35])[CH2:26][C:27]4[CH:32]=[CH:31][C:30]([O:33][CH3:34])=[CH:29][CH:28]=4)=[CH:19][CH:20]=3)[C:15]2=[O:36])=[CH:9][CH:8]=1)(C)(C)C.FC(F)(F)C(O)=O. No catalyst specified. The product is [CH3:34][O:33][C:30]1[CH:31]=[CH:32][C:27]([CH2:26][C:25]([NH:24][C:18]2[CH:17]=[C:16]3[C:21]([CH:22]=[CH:23][N:14]([CH2:13][C:10]4[CH:9]=[CH:8][C:7]([C:6]([OH:37])=[O:5])=[CH:12][CH:11]=4)[C:15]3=[O:36])=[CH:20][CH:19]=2)=[O:35])=[CH:28][CH:29]=1. The yield is 0.895. (3) The reactants are [CH3:1][P:2](=[O:7])([CH:5]=[CH2:6])[CH:3]=[CH2:4].[C:8]([N:15]1[CH2:20][CH2:19][CH:18]([NH2:21])[CH2:17][CH2:16]1)([O:10][C:11]([CH3:14])([CH3:13])[CH3:12])=[O:9]. The catalyst is C1COCC1.O. The product is [CH3:1][P:2]1(=[O:7])[CH2:5][CH2:6][N:21]([CH:18]2[CH2:17][CH2:16][N:15]([C:8]([O:10][C:11]([CH3:14])([CH3:13])[CH3:12])=[O:9])[CH2:20][CH2:19]2)[CH2:4][CH2:3]1. The yield is 0.380. (4) The reactants are C1(OC(=O)[N:9]([C:19]2[CH:24]=[C:23]([O:25][C:26]3[CH:31]=[CH:30][C:29]([NH:32][C:33]([C:35]4([C:38](=[O:46])[NH:39][C:40]5[CH:45]=[CH:44][CH:43]=[CH:42][CH:41]=5)[CH2:37][CH2:36]4)=[O:34])=[C:28]([F:47])[CH:27]=3)[CH:22]=[CH:21][N:20]=2)[C:10](OC2C=CC=CC=2)=[O:11])C=CC=CC=1.Cl.Cl.Cl.[CH3:52][N:53]([CH3:64])[CH:54]1[CH2:57][N:56]([CH:58]2[CH2:63][CH2:62][NH:61][CH2:60][CH2:59]2)[CH2:55]1.C(N(CC)CC)C. The catalyst is CN(C)C=O. The product is [CH3:52][N:53]([CH3:64])[CH:54]1[CH2:55][N:56]([CH:58]2[CH2:63][CH2:62][N:61]([C:10]([NH:9][C:19]3[CH:24]=[C:23]([O:25][C:26]4[CH:31]=[CH:30][C:29]([NH:32][C:33]([C:35]5([C:38]([NH:39][C:40]6[CH:41]=[CH:42][CH:43]=[CH:44][CH:45]=6)=[O:46])[CH2:36][CH2:37]5)=[O:34])=[C:28]([F:47])[CH:27]=4)[CH:22]=[CH:21][N:20]=3)=[O:11])[CH2:60][CH2:59]2)[CH2:57]1. The yield is 0.250.